From a dataset of Forward reaction prediction with 1.9M reactions from USPTO patents (1976-2016). Predict the product of the given reaction. (1) Given the reactants [NH2:1][C:2]1[O:3][CH:4]=[CH:5][N:6]=1.[CH:7]1[C:20]2[CH:19]([C:21](Cl)=[O:22])[C:18]3[C:13](=[CH:14][CH:15]=[CH:16][CH:17]=3)[S:12][C:11]=2[CH:10]=[CH:9][CH:8]=1, predict the reaction product. The product is: [O:3]1[CH:4]=[CH:5][N:6]=[C:2]1[NH:1][C:21]([CH:19]1[C:20]2[CH:7]=[CH:8][CH:9]=[CH:10][C:11]=2[S:12][C:13]2[C:18]1=[CH:17][CH:16]=[CH:15][CH:14]=2)=[O:22]. (2) Given the reactants C([O:8][C:9]1[CH:14]=[CH:13][C:12]([C:15]2[NH:19][C:18]([C@@H:20]3[CH2:24][CH2:23][CH2:22][N:21]3[C:25]([O:27][C:28]([CH3:31])([CH3:30])[CH3:29])=[O:26])=[N:17][CH:16]=2)=[CH:11][CH:10]=1)C1C=CC=CC=1.C([O-])=O.[NH4+], predict the reaction product. The product is: [OH:8][C:9]1[CH:14]=[CH:13][C:12]([C:15]2[NH:19][C:18]([C@@H:20]3[CH2:24][CH2:23][CH2:22][N:21]3[C:25]([O:27][C:28]([CH3:31])([CH3:30])[CH3:29])=[O:26])=[N:17][CH:16]=2)=[CH:11][CH:10]=1. (3) Given the reactants Br[C:2]1[S:6][CH:5]=[N:4][C:3]=1[C:7]([O:9][CH3:10])=[O:8].[C:11]([N:18]1[CH2:23][CH2:22][NH:21][CH2:20][CH2:19]1)([O:13][C:14]([CH3:17])([CH3:16])[CH3:15])=[O:12].C1CCN2C(=NCCC2)CC1, predict the reaction product. The product is: [C:14]([O:13][C:11]([N:18]1[CH2:23][CH2:22][N:21]([C:2]2[S:6][CH:5]=[N:4][C:3]=2[C:7]([O:9][CH3:10])=[O:8])[CH2:20][CH2:19]1)=[O:12])([CH3:17])([CH3:15])[CH3:16]. (4) Given the reactants [N+:1]([C:4]1[CH:12]=[C:11]2[C:7]([CH:8]=[N:9][NH:10]2)=[CH:6][CH:5]=1)([O-:3])=[O:2].C(=O)([O-])[O-].[K+].[K+].Cl.Cl[CH2:21][CH2:22][N:23]1[CH2:27][CH2:26][CH2:25][CH2:24]1, predict the reaction product. The product is: [N+:1]([C:4]1[CH:12]=[C:11]2[C:7]([CH:8]=[N:9][N:10]2[CH2:21][CH2:22][N:23]2[CH2:27][CH2:26][CH2:25][CH2:24]2)=[CH:6][CH:5]=1)([O-:3])=[O:2].